From a dataset of Reaction yield outcomes from USPTO patents with 853,638 reactions. Predict the reaction yield, written as a fraction of the theoretical maximum amount of product (1.0 means a 100% yield; for example, 0.34 means a 34% yield). (1) The catalyst is C1COCC1. The product is [C:28]([O:31][C:32](=[O:33])[NH:1][CH2:2][CH2:3][C@H:4]([N:6]1[CH2:11][CH2:10][CH:9]([NH:12][C:13]2[CH:14]=[CH:15][C:16]([O:19][Si:20]([C:23]([CH3:25])([CH3:24])[CH3:26])([CH3:21])[CH3:22])=[CH:17][CH:18]=2)[CH2:8][CH2:7]1)[CH3:5])([CH3:30])([CH3:29])[CH3:27]. The yield is 0.990. The reactants are [NH2:1][CH2:2][CH2:3][C@H:4]([N:6]1[CH2:11][CH2:10][CH:9]([NH:12][C:13]2[CH:18]=[CH:17][C:16]([O:19][Si:20]([C:23]([CH3:26])([CH3:25])[CH3:24])([CH3:22])[CH3:21])=[CH:15][CH:14]=2)[CH2:8][CH2:7]1)[CH3:5].[CH3:27][C:28]([O:31][C:32](O[C:32]([O:31][C:28]([CH3:30])([CH3:29])[CH3:27])=[O:33])=[O:33])([CH3:30])[CH3:29]. (2) The reactants are [CH3:1][S:2]([C:5]1[CH:6]=[C:7]2[C:12](=[CH:13][CH:14]=1)[N:11]=[CH:10][CH:9]=[C:8]2O)(=[O:4])=[O:3].P(Cl)(Cl)([Cl:18])=O. No catalyst specified. The product is [Cl:18][C:8]1[C:7]2[C:12](=[CH:13][CH:14]=[C:5]([S:2]([CH3:1])(=[O:4])=[O:3])[CH:6]=2)[N:11]=[CH:10][CH:9]=1. The yield is 0.920.